From a dataset of Reaction yield outcomes from USPTO patents with 853,638 reactions. Predict the reaction yield, written as a fraction of the theoretical maximum amount of product (1.0 means a 100% yield; for example, 0.34 means a 34% yield). The reactants are [NH2:1][C:2]1[N:7]=[CH:6][C:5]([CH:8]=[CH:9][C:10]([N:12]([CH3:24])[CH2:13][C:14]2[N:15]([CH3:23])[C:16]3[C:21]([CH:22]=2)=[CH:20][CH:19]=[CH:18][CH:17]=3)=[O:11])=[CH:4][CH:3]=1.[C:25]1(=O)[O:30][C:28](=[O:29])[CH2:27][CH2:26]1. The catalyst is O1CCOCC1. The product is [O:29]=[C:28]1[CH2:27][CH2:26][C:25](=[O:30])[N:1]1[C:2]1[N:7]=[CH:6][C:5](/[CH:8]=[CH:9]/[C:10]([N:12]([CH3:24])[CH2:13][C:14]2[N:15]([CH3:23])[C:16]3[C:21]([CH:22]=2)=[CH:20][CH:19]=[CH:18][CH:17]=3)=[O:11])=[CH:4][CH:3]=1. The yield is 0.760.